This data is from Forward reaction prediction with 1.9M reactions from USPTO patents (1976-2016). The task is: Predict the product of the given reaction. (1) Given the reactants [Br:1][C:2]1[CH:7]=[CH:6][C:5]([N:8]2[C:12]([CH3:13])=[C:11]([CH:14]=[O:15])[C:10]([CH3:16])=[N:9]2)=[CH:4][C:3]=1[Cl:17].[F:18][C:19]1[CH:24]=[CH:23][C:22]([Mg]Br)=[CH:21][CH:20]=1, predict the reaction product. The product is: [Br:1][C:2]1[CH:7]=[CH:6][C:5]([N:8]2[C:12]([CH3:13])=[C:11]([CH:14]([C:22]3[CH:23]=[CH:24][C:19]([F:18])=[CH:20][CH:21]=3)[OH:15])[C:10]([CH3:16])=[N:9]2)=[CH:4][C:3]=1[Cl:17]. (2) Given the reactants [OH:1][CH2:2][CH2:3][S:4]([CH2:7][CH2:8][O:9][C:10]([O:12][C:13]1[CH:18]=[CH:17][C:16]([N+:19]([O-:21])=[O:20])=[CH:15][CH:14]=1)=[O:11])(=[O:6])=[O:5].[NH2:22][CH2:23][CH2:24][CH2:25][NH:26][C:27]([C:40]1[CH:45]=[CH:44][C:43]([O:46][CH3:47])=[CH:42][CH:41]=1)([C:34]1[CH:39]=[CH:38][CH:37]=[CH:36][CH:35]=1)[C:28]1[CH:33]=[CH:32][CH:31]=[CH:30][CH:29]=1.Cl[C:49](OC1C=CC([N+]([O-])=O)=CC=1)=[O:50], predict the reaction product. The product is: [N+:19]([C:16]1[CH:17]=[CH:18][C:13]([O:12][C:10]([O:9][CH2:8][CH2:7][S:4]([CH2:3][CH2:2][O:1][C:49](=[O:50])[NH:22][CH2:23][CH2:24][CH2:25][NH:26][C:27]([C:40]2[CH:45]=[CH:44][C:43]([O:46][CH3:47])=[CH:42][CH:41]=2)([C:28]2[CH:33]=[CH:32][CH:31]=[CH:30][CH:29]=2)[C:34]2[CH:39]=[CH:38][CH:37]=[CH:36][CH:35]=2)(=[O:6])=[O:5])=[O:11])=[CH:14][CH:15]=1)([O-:21])=[O:20]. (3) Given the reactants C([N:8]1[CH2:13][CH2:12][N:11]([C:14]2[CH:22]=[CH:21][CH:20]=[C:19]3[C:15]=2[CH:16]=[CH:17][N:18]3[S:23]([C:26]2[CH:31]=[C:30]([Cl:32])[CH:29]=[C:28]([Cl:33])[CH:27]=2)(=[O:25])=[O:24])[CH2:10][CH2:9]1)C1C=CC=CC=1.ClC(OC(Cl)C)=O, predict the reaction product. The product is: [Cl:32][C:30]1[CH:31]=[C:26]([S:23]([N:18]2[C:19]3[C:15](=[C:14]([N:11]4[CH2:10][CH2:9][NH:8][CH2:13][CH2:12]4)[CH:22]=[CH:21][CH:20]=3)[CH:16]=[CH:17]2)(=[O:25])=[O:24])[CH:27]=[C:28]([Cl:33])[CH:29]=1. (4) Given the reactants Br[CH2:2][C:3]#[N:4].[NH2:5][C:6]1[CH:7]=[C:8]([OH:12])[CH:9]=[CH:10][CH:11]=1.C(=O)([O-])[O-].[K+].[K+], predict the reaction product. The product is: [NH2:5][C:6]1[CH:7]=[C:8]([CH:9]=[CH:10][CH:11]=1)[O:12][CH2:2][C:3]#[N:4].